Dataset: Reaction yield outcomes from USPTO patents with 853,638 reactions. Task: Predict the reaction yield, written as a fraction of the theoretical maximum amount of product (1.0 means a 100% yield; for example, 0.34 means a 34% yield). (1) The reactants are [Cl:1][C:2]1[CH:32]=[CH:31][C:5]([O:6][C:7]2[CH:30]=[CH:29][C:10]([CH2:11][CH2:12][C:13]3[NH:14][CH:15]=[C:16]([CH2:20][C:21]4[CH:22]=[N:23][C:24]([O:27][CH3:28])=[N:25][CH:26]=4)[C:17](=[O:19])[N:18]=3)=[CH:9][CH:8]=2)=[CH:4][C:3]=1[C:33]([F:36])([F:35])[F:34].[CH3:37]CN(C(C)C)C(C)C.CI. The catalyst is ClC(Cl)C. The product is [Cl:1][C:2]1[CH:32]=[CH:31][C:5]([O:6][C:7]2[CH:30]=[CH:29][C:10]([CH2:11][CH2:12][C:13]3[N:14]([CH3:37])[CH:15]=[C:16]([CH2:20][C:21]4[CH:26]=[N:25][C:24]([O:27][CH3:28])=[N:23][CH:22]=4)[C:17](=[O:19])[N:18]=3)=[CH:9][CH:8]=2)=[CH:4][C:3]=1[C:33]([F:34])([F:35])[F:36]. The yield is 0.158. (2) The reactants are [C:1]1(=[O:11])[NH:5][C:4](=[O:6])[C:3]2=[CH:7][CH:8]=[CH:9][CH:10]=[C:2]12.[K].[CH3:13][Si:14]([CH3:25])([CH3:24])[N:15]([CH2:20][CH2:21][CH2:22]Br)[Si:16]([CH3:19])([CH3:18])[CH3:17]. The yield is 0.760. The product is [CH3:19][Si:16]([N:15]([Si:14]([CH3:13])([CH3:24])[CH3:25])[CH2:20][CH2:21][CH2:22][N:5]1[C:1](=[O:11])[C:2]2=[CH:10][CH:9]=[CH:8][CH:7]=[C:3]2[C:4]1=[O:6])([CH3:17])[CH3:18]. The catalyst is CN(C)C=O. (3) The reactants are C1CO[C:8]23OCCO[C:3]2([C@:4]2([CH2:27][CH2:26][C@H:25]4[C@@H:15]([CH2:16][C@H:17]([CH2:28][OH:29])[CH:18]5[C@:23]4([CH3:24])[CH2:22][CH2:21][CH2:20][CH2:19]5)[C@@H:6]2[CH2:7]3)[CH3:5])[O:2]1.C=C1C2[C@](C)(CCC(=[O:49])C2)[C@@H]2[C@H]([C@H]3[C@@](CC2)(C)C(=O)CC3)C1. No catalyst specified. The product is [OH:29][CH2:28][C@@H:17]1[CH:18]2[C@:23]([CH3:24])([CH2:22][CH2:21][C:20](=[O:49])[CH2:19]2)[C@@H:25]2[C@H:15]([C@H:6]3[C@@:4]([CH2:27][CH2:26]2)([CH3:5])[C:3](=[O:2])[CH2:8][CH2:7]3)[CH2:16]1. The yield is 0.850. (4) The reactants are [Cl:1][C:2]1[C:10]([CH3:11])=[C:9]2[C:5]([C:6](=O)[C:7](=[O:12])[NH:8]2)=[CH:4][CH:3]=1.FC(F)(F)S(O)(=O)=O.[C:22]1([CH3:28])[CH:27]=[CH:26][CH:25]=[CH:24][CH:23]=1. No catalyst specified. The product is [Cl:1][C:2]1[C:10]([CH3:11])=[C:9]2[C:5]([C:6]([C:2]3[CH:10]=[CH:9][C:5]([CH3:6])=[CH:4][CH:3]=3)([C:25]3[CH:26]=[CH:27][C:22]([CH3:28])=[CH:23][CH:24]=3)[C:7](=[O:12])[NH:8]2)=[CH:4][CH:3]=1. The yield is 0.0900. (5) The catalyst is [Fe].O. The yield is 0.770. The reactants are [CH3:1][O:2][C:3]1[CH:8]=[C:7]([N:9]2[CH2:12][C:11]3([N:16]([CH3:17])[CH2:15][CH2:14][CH2:13]3)[CH2:10]2)[C:6]([N+:18]([O-])=O)=[CH:5][C:4]=1[NH:21][C:22]1[N:27]=[C:26]([C:28]2[C:36]3[C:31](=[CH:32][CH:33]=[CH:34][CH:35]=3)[N:30]([CH3:37])[CH:29]=2)[CH:25]=[CH:24][N:23]=1.[NH4+].[Cl-].C(O)C. The product is [CH3:1][O:2][C:3]1[CH:8]=[C:7]([N:9]2[CH2:12][C:11]3([N:16]([CH3:17])[CH2:15][CH2:14][CH2:13]3)[CH2:10]2)[C:6]([NH2:18])=[CH:5][C:4]=1[NH:21][C:22]1[N:27]=[C:26]([C:28]2[C:36]3[C:31](=[CH:32][CH:33]=[CH:34][CH:35]=3)[N:30]([CH3:37])[CH:29]=2)[CH:25]=[CH:24][N:23]=1. (6) The reactants are [I:1][C:2]1[CH:7]=[CH:6][C:5]([CH2:8][C:9]([OH:11])=[O:10])=[CH:4][CH:3]=1.Cl.[CH3:13]O. The catalyst is O1CCOCC1. The product is [I:1][C:2]1[CH:3]=[CH:4][C:5]([CH2:8][C:9]([O:11][CH3:13])=[O:10])=[CH:6][CH:7]=1. The yield is 0.980. (7) The reactants are [CH2:1]([N:8]([CH2:16][C:17]1[CH:22]=[CH:21][CH:20]=[CH:19][CH:18]=1)[CH:9]1[CH2:14][CH2:13][NH:12][CH:11]([CH3:15])[CH2:10]1)[C:2]1[CH:7]=[CH:6][CH:5]=[CH:4][CH:3]=1.C(N(CC)CC)C.Br[CH2:31][CH2:32][OH:33].ClCCl.CO. The catalyst is C(#N)C. The product is [CH2:16]([N:8]([CH2:1][C:2]1[CH:3]=[CH:4][CH:5]=[CH:6][CH:7]=1)[CH:9]1[CH2:14][CH2:13][N:12]([CH2:31][CH2:32][OH:33])[CH:11]([CH3:15])[CH2:10]1)[C:17]1[CH:22]=[CH:21][CH:20]=[CH:19][CH:18]=1. The yield is 0.650.